Predict the product of the given reaction. From a dataset of Forward reaction prediction with 1.9M reactions from USPTO patents (1976-2016). (1) The product is: [CH3:7][C:5]1[N:6]=[C:2]([NH:1][C:11](=[O:14])[CH2:12][CH3:13])[S:3][C:4]=1[C:8]([OH:10])=[O:9]. Given the reactants [NH2:1][C:2]1[S:3][C:4]([C:8]([OH:10])=[O:9])=[C:5]([CH3:7])[N:6]=1.[C:11](O[C:11](=[O:14])[CH2:12][CH3:13])(=[O:14])[CH2:12][CH3:13].O, predict the reaction product. (2) Given the reactants [CH3:1][O:2][C:3]1[S:4][CH:5]=[CH:6][CH:7]=1.[Li]CCCC.[C:13](=[O:15])=[O:14], predict the reaction product. The product is: [CH3:1][O:2][C:3]1[S:4][C:5]([C:13]([OH:15])=[O:14])=[CH:6][CH:7]=1. (3) Given the reactants [F:1][C:2]1([F:29])[CH2:7][CH2:6][CH:5]([CH2:8][NH:9][C:10]([C:12]2[C:13]3[CH:14]=[CH:15][C:16]([CH:23]4[CH2:27][CH2:26][C:25](=O)[CH2:24]4)=[N:17][C:18]=3[CH:19]=[CH:20][C:21]=2[Cl:22])=[O:11])[CH2:4][CH2:3]1.[NH:30]1[CH2:34][CH2:33][CH2:32][CH2:31]1.C(O[BH-](OC(=O)C)OC(=O)C)(=O)C.[Na+], predict the reaction product. The product is: [F:1][C:2]1([F:29])[CH2:7][CH2:6][CH:5]([CH2:8][NH:9][C:10]([C:12]2[C:13]3[CH:14]=[CH:15][C:16]([CH:23]4[CH2:27][CH2:26][CH:25]([N:30]5[CH2:34][CH2:33][CH2:32][CH2:31]5)[CH2:24]4)=[N:17][C:18]=3[CH:19]=[CH:20][C:21]=2[Cl:22])=[O:11])[CH2:4][CH2:3]1.